Dataset: Full USPTO retrosynthesis dataset with 1.9M reactions from patents (1976-2016). Task: Predict the reactants needed to synthesize the given product. Given the product [CH:1]1([C:4]2[N:5]=[C:6]3[CH:11]=[CH:10][C:9]([N:12]4[CH:17]=[CH:16][C:15]([O:18][CH2:30][C:25]5[CH:26]=[CH:27][C:28]([F:29])=[C:23]([F:22])[CH:24]=5)=[CH:14][C:13]4=[O:19])=[CH:8][N:7]3[C:20]=2[CH3:21])[CH2:3][CH2:2]1, predict the reactants needed to synthesize it. The reactants are: [CH:1]1([C:4]2[N:5]=[C:6]3[CH:11]=[CH:10][C:9]([N:12]4[CH:17]=[CH:16][C:15]([OH:18])=[CH:14][C:13]4=[O:19])=[CH:8][N:7]3[C:20]=2[CH3:21])[CH2:3][CH2:2]1.[F:22][C:23]1[CH:24]=[C:25]([CH2:30]O)[CH:26]=[CH:27][C:28]=1[F:29].C(P(CCCC)CCCC)CCC.N(C(N1CCCCC1)=O)=NC(N1CCCCC1)=O.